This data is from Full USPTO retrosynthesis dataset with 1.9M reactions from patents (1976-2016). The task is: Predict the reactants needed to synthesize the given product. (1) The reactants are: C(OC(=O)[NH:10][C:11]1[CH:16]=[N:15][C:14]([CH2:17][CH:18]2[O:22][CH2:21][CH2:20][O:19]2)=[CH:13][N:12]=1)C1C=CC=CC=1.C(OCC)(=O)C. Given the product [O:22]1[CH2:21][CH2:20][O:19][CH:18]1[CH2:17][C:14]1[N:15]=[CH:16][C:11]([NH2:10])=[N:12][CH:13]=1, predict the reactants needed to synthesize it. (2) Given the product [S:4]1[CH:8]=[CH:7][C:6]2[CH2:9][C:10]3[C:22]([C:5]1=2)=[CH:21][C:13]1[CH2:14][C:15]2[CH:19]=[CH:18][S:17][C:16]=2[C:12]=1[CH:11]=3, predict the reactants needed to synthesize it. The reactants are: O.NN.[S:4]1[CH:8]=[CH:7][C:6]2[C:9](=O)[C:10]3[C:22]([C:5]1=2)=[CH:21][C:13]1[C:14](=O)[C:15]2[CH:19]=[CH:18][S:17][C:16]=2[C:12]=1[CH:11]=3.[OH-].[K+].N.O. (3) Given the product [CH2:1]([N:8]1[C:16]2[C:11](=[CH:12][C:13]([NH:17][C:18]3[C:19]4[CH:27]=[C:26]([C:42]5[O:43][C:44]([CH:47]6[O:51][CH2:50][CH2:49][O:48]6)=[CH:45][CH:46]=5)[N:25]=[CH:24][C:20]=4[N:21]=[CH:22][N:23]=3)=[CH:14][CH:15]=2)[CH:10]=[N:9]1)[C:2]1[CH:7]=[CH:6][CH:5]=[CH:4][CH:3]=1, predict the reactants needed to synthesize it. The reactants are: [CH2:1]([N:8]1[C:16]2[C:11](=[CH:12][C:13]([NH:17][C:18]3[C:19]4[CH:27]=[C:26](Cl)[N:25]=[CH:24][C:20]=4[N:21]=[CH:22][N:23]=3)=[CH:14][CH:15]=2)[CH:10]=[N:9]1)[C:2]1[CH:7]=[CH:6][CH:5]=[CH:4][CH:3]=1.C([Sn]([C:42]1[O:43][C:44]([CH:47]2[O:51][CH2:50][CH2:49][O:48]2)=[CH:45][CH:46]=1)(CCCC)CCCC)CCC. (4) Given the product [Cl:1][C:2]1[CH:7]=[C:6]([Cl:8])[CH:5]=[CH:4][C:3]=1[CH2:9][NH:10][C:14](=[O:15])[O:17][CH2:19][Cl:20], predict the reactants needed to synthesize it. The reactants are: [Cl:1][C:2]1[CH:7]=[C:6]([Cl:8])[CH:5]=[CH:4][C:3]=1[CH2:9][NH2:10].ClCC[C:14](Cl)=[O:15].[OH2:17].Cl[CH2:19][Cl:20]. (5) Given the product [Cl:1][C:2]1[C:3]([C:22]2[S:26][C:25]([C:27]3([O:31][CH2:32][C:33]4[CH:38]=[CH:37][C:36]([O:39][CH3:40])=[CH:35][CH:34]=4)[CH2:30][O:29][CH2:28]3)=[N:24][CH:23]=2)=[C:4]2[CH:10]=[C:9]([C:49]3[CH:61]=[CH:60][C:52]([CH2:53][N:54]4[CH2:59][CH2:58][O:57][CH2:56][CH2:55]4)=[CH:51][CH:50]=3)[N:8]([S:12]([C:15]3[CH:21]=[CH:20][C:18]([CH3:19])=[CH:17][CH:16]=3)(=[O:14])=[O:13])[C:5]2=[N:6][CH:7]=1, predict the reactants needed to synthesize it. The reactants are: [Cl:1][C:2]1[C:3]([C:22]2[S:26][C:25]([C:27]3([O:31][CH2:32][C:33]4[CH:38]=[CH:37][C:36]([O:39][CH3:40])=[CH:35][CH:34]=4)[CH2:30][O:29][CH2:28]3)=[N:24][CH:23]=2)=[C:4]2[CH:10]=[C:9](I)[N:8]([S:12]([C:15]3[CH:21]=[CH:20][C:18]([CH3:19])=[CH:17][CH:16]=3)(=[O:14])=[O:13])[C:5]2=[N:6][CH:7]=1.CC1(C)C(C)(C)OB([C:49]2[CH:61]=[CH:60][C:52]([CH2:53][N:54]3[CH2:59][CH2:58][O:57][CH2:56][CH2:55]3)=[CH:51][CH:50]=2)O1.C(=O)(O)[O-]. (6) Given the product [CH3:25][O:24][CH2:23][CH2:22][O:21][CH2:20][CH2:19][O:18][CH2:17][CH2:16][N:1]1[CH:5]=[CH:4][N:3]=[CH:2]1, predict the reactants needed to synthesize it. The reactants are: [NH:1]1[CH:5]=[CH:4][N:3]=[CH:2]1.C1(C)C=CC(S(O[CH2:16][CH2:17][O:18][CH2:19][CH2:20][O:21][CH2:22][CH2:23][O:24][CH3:25])(=O)=O)=CC=1.C(=O)([O-])[O-].[K+].[K+].CN(C)C=O.